From a dataset of Catalyst prediction with 721,799 reactions and 888 catalyst types from USPTO. Predict which catalyst facilitates the given reaction. (1) Reactant: [Br:1][C:2]1[CH:3]=[N:4][NH:5][CH:6]=1.[CH3:7][C:8]([O:11][C:12](O[C:12]([O:11][C:8]([CH3:10])([CH3:9])[CH3:7])=[O:13])=[O:13])([CH3:10])[CH3:9].CCN(CC)CC. Product: [Br:1][C:2]1[CH:3]=[N:4][N:5]([C:12]([O:11][C:8]([CH3:10])([CH3:9])[CH3:7])=[O:13])[CH:6]=1. The catalyst class is: 2. (2) Reactant: Cl[S:2]([C:5]1[CH:14]=[CH:13][C:8]([C:9]([O:11][CH3:12])=[O:10])=[CH:7][CH:6]=1)(=[O:4])=[O:3].[CH3:15][C:16]1[C:17]([NH2:22])=[N:18][CH:19]=[CH:20][CH:21]=1. Product: [CH3:15][C:16]1[C:17]([NH:22][S:2]([C:5]2[CH:14]=[CH:13][C:8]([C:9]([O:11][CH3:12])=[O:10])=[CH:7][CH:6]=2)(=[O:4])=[O:3])=[N:18][CH:19]=[CH:20][CH:21]=1. The catalyst class is: 142. (3) Reactant: [F:1][C:2]1[CH:8]=[CH:7][C:5]([NH2:6])=[CH:4][CH:3]=1.C[Al](C)C.[O:13]1[C@@H:23]2[C@:14]31[C@@H:19]([CH2:20][CH2:21][CH2:22]2)[O:18][CH2:17][CH2:16][CH2:15]3.C(C(C(C([O-])=O)O)O)([O-])=O.[K+].[Na+]. Product: [F:1][C:2]1[CH:8]=[CH:7][C:5]([NH:6][C@@H:23]2[CH2:22][CH2:21][CH2:20][C@@H:19]3[C@:14]2([OH:13])[CH2:15][CH2:16][CH2:17][O:18]3)=[CH:4][CH:3]=1. The catalyst class is: 34. (4) The catalyst class is: 382. Reactant: [NH2:1][C:2]1[S:3][CH:4]=[CH:5][C:6]=1[C:7]([NH2:9])=[O:8].ClC(Cl)(Cl)[C:12]([N:14]=C=O)=[O:13].N. Product: [NH2:14][C:12]([NH:1][C:2]1[S:3][CH:4]=[CH:5][C:6]=1[C:7]([NH2:9])=[O:8])=[O:13]. (5) Reactant: [C:1]1([CH2:7][S:8]([C:11]2[CH:12]=[C:13]3[C:17](=[CH:18][CH:19]=2)[NH:16][C:15](=[O:20])[CH2:14]3)(=[O:10])=[O:9])[CH:6]=[CH:5][CH:4]=[CH:3][CH:2]=1.[Cl:21][C:22]1[CH:27]=[CH:26][C:25]([S:28]([C:31]2[C:32]([CH2:39][CH2:40][C:41]([OH:43])=[O:42])=[C:33]([CH:37]=O)[NH:34][C:35]=2[CH3:36])(=[O:30])=[O:29])=[CH:24][CH:23]=1.N1CCCCC1. Product: [Cl:21][C:22]1[CH:23]=[CH:24][C:25]([S:28]([C:31]2[C:32]([CH2:39][CH2:40][C:41]([OH:43])=[O:42])=[C:33](/[CH:37]=[C:14]3\[C:15](=[O:20])[NH:16][C:17]4[C:13]\3=[CH:12][C:11]([S:8]([CH2:7][C:1]3[CH:2]=[CH:3][CH:4]=[CH:5][CH:6]=3)(=[O:10])=[O:9])=[CH:19][CH:18]=4)[NH:34][C:35]=2[CH3:36])(=[O:29])=[O:30])=[CH:26][CH:27]=1. The catalyst class is: 8.